Dataset: Forward reaction prediction with 1.9M reactions from USPTO patents (1976-2016). Task: Predict the product of the given reaction. (1) Given the reactants [NH2:1][CH2:2][CH:3]([CH3:17])[CH2:4][NH:5][S:6]([C:9]1[CH:14]=[CH:13][C:12]([C:15]#[N:16])=[CH:11][CH:10]=1)(=[O:8])=[O:7].[CH2:18]([N:20]1[C:32]2[CH:31]=[CH:30][C:29]([C:33](O)=[O:34])=[CH:28][C:27]=2[C:26]2[C:21]1=[CH:22][CH:23]=[CH:24][CH:25]=2)[CH3:19].CN(C(ON1N=NC2C=CC=NC1=2)=[N+](C)C)C.F[P-](F)(F)(F)(F)F.O, predict the reaction product. The product is: [C:15]([C:12]1[CH:11]=[CH:10][C:9]([S:6]([NH:5][CH2:4][CH:3]([CH3:17])[CH2:2][NH:1][C:33]([C:29]2[CH:30]=[CH:31][C:32]3[N:20]([CH2:18][CH3:19])[C:21]4[C:26]([C:27]=3[CH:28]=2)=[CH:25][CH:24]=[CH:23][CH:22]=4)=[O:34])(=[O:8])=[O:7])=[CH:14][CH:13]=1)#[N:16]. (2) The product is: [Br:1][C:2]1[CH:10]=[C:9]([OH:11])[CH:8]=[C:7]2[C:3]=1[CH2:4][NH:5][C:6]2=[O:13]. Given the reactants [Br:1][C:2]1[CH:10]=[C:9]([O:11]C)[CH:8]=[C:7]2[C:3]=1[CH2:4][NH:5][C:6]2=[O:13].B(Br)(Br)Br, predict the reaction product. (3) Given the reactants [F:1][C:2]1[CH:7]=[CH:6][C:5]([C:8]([CH3:12])([CH3:11])[C:9]#[N:10])=[CH:4][CH:3]=1.[H-].[H-].[H-].[H-].[Li+].[Al+3], predict the reaction product. The product is: [F:1][C:2]1[CH:3]=[CH:4][C:5]([C:8]([CH3:12])([CH3:11])[CH2:9][NH2:10])=[CH:6][CH:7]=1. (4) Given the reactants Cl[C:2]1[N:11]=[C:10]([NH:12][CH2:13][CH:14]([C:21]2[CH:26]=[CH:25][CH:24]=[CH:23][CH:22]=2)[C:15]2[CH:20]=[CH:19][CH:18]=[CH:17][CH:16]=2)[C:9]2[C:4](=[CH:5][CH:6]=[CH:7][CH:8]=2)[N:3]=1.CC1(C)C(C)(C)OB([C:35]2[CH:36]=[C:37]3[CH:43]=[CH:42][NH:41][C:38]3=[N:39][CH:40]=2)O1.C(NC1C2C(=CC=CC=2)N=C(C2SC3C=CC=CC=3C=2)N=1)(C1C=CC=CC=1)C1C=CC=CC=1, predict the reaction product. The product is: [C:15]1([CH:14]([C:21]2[CH:26]=[CH:25][CH:24]=[CH:23][CH:22]=2)[CH2:13][NH:12][C:10]2[C:9]3[C:4](=[CH:5][CH:6]=[CH:7][CH:8]=3)[N:3]=[C:2]([C:35]3[CH:36]=[C:37]4[CH:43]=[CH:42][NH:41][C:38]4=[N:39][CH:40]=3)[N:11]=2)[CH:20]=[CH:19][CH:18]=[CH:17][CH:16]=1. (5) Given the reactants CS(C)=O.C(Cl)(=O)C(Cl)=O.[CH2:11]([O:18][C:19]([NH:21][C@@H:22]1[CH2:27][CH2:26][CH:25]([OH:28])[CH2:24][C@@H:23]1[NH:29][C:30]([O:32][CH2:33][C:34]1[CH:39]=[CH:38][CH:37]=[CH:36][CH:35]=1)=[O:31])=[O:20])[C:12]1[CH:17]=[CH:16][CH:15]=[CH:14][CH:13]=1.C(N(CC)CC)C, predict the reaction product. The product is: [CH2:11]([O:18][C:19]([NH:21][C@@H:22]1[CH2:27][CH2:26][C:25](=[O:28])[CH2:24][C@@H:23]1[NH:29][C:30]([O:32][CH2:33][C:34]1[CH:39]=[CH:38][CH:37]=[CH:36][CH:35]=1)=[O:31])=[O:20])[C:12]1[CH:13]=[CH:14][CH:15]=[CH:16][CH:17]=1. (6) Given the reactants O.O.[C:3]([O-:6])(=[O:5])[CH3:4].[Zn+2:7].[C:8]([O-:11])(=[O:10])[CH3:9], predict the reaction product. The product is: [C:3]([O-:6])(=[O:5])[CH3:4].[Zn+2:7].[C:8]([O-:11])(=[O:10])[CH3:9]. (7) The product is: [CH3:23][C:19]1([CH3:24])[O:18][C:17](=[O:25])[C:16](=[CH:15][NH:1][C:2]2[CH:7]=[CH:6][C:5]([O:8][C:9](=[O:11])[CH3:10])=[C:4]([CH3:12])[CH:3]=2)[C:21](=[O:22])[O:20]1. Given the reactants [NH2:1][C:2]1[CH:7]=[CH:6][C:5]([O:8][C:9](=[O:11])[CH3:10])=[C:4]([CH3:12])[CH:3]=1.CO[CH:15]=[C:16]1[C:21](=[O:22])[O:20][C:19]([CH3:24])([CH3:23])[O:18][C:17]1=[O:25], predict the reaction product. (8) Given the reactants [O:1]=[C:2]1[CH:7]=[C:6]([O:8][CH:9]2[CH2:14][CH2:13][N:12]([C:15]([O:17][CH2:18][C:19]3[CH:24]=[CH:23][CH:22]=[CH:21][CH:20]=3)=[O:16])[CH2:11][CH2:10]2)[CH:5]=[CH:4][NH:3]1.Br[C:26]1[CH:31]=[CH:30][C:29]([S:32][CH3:33])=[CH:28][CH:27]=1.N1C2C(=CC=CC=2O)C=CC=1.C(=O)([O-])[O-].[K+].[K+], predict the reaction product. The product is: [CH3:33][S:32][C:29]1[CH:30]=[CH:31][C:26]([N:3]2[CH:4]=[CH:5][C:6]([O:8][CH:9]3[CH2:14][CH2:13][N:12]([C:15]([O:17][CH2:18][C:19]4[CH:20]=[CH:21][CH:22]=[CH:23][CH:24]=4)=[O:16])[CH2:11][CH2:10]3)=[CH:7][C:2]2=[O:1])=[CH:27][CH:28]=1. (9) Given the reactants [Br:1][C:2]1[C:10]([Cl:11])=[CH:9][C:8]2[NH:7][N:6]=[CH:5][C:4]=2[C:3]=1[C:12]([O:14][CH3:15])=[O:13].F[B-](F)(F)F.[CH3:21][O+](C)C, predict the reaction product. The product is: [Br:1][C:2]1[C:10]([Cl:11])=[CH:9][C:8]2[C:4](=[CH:5][N:6]([CH3:21])[N:7]=2)[C:3]=1[C:12]([O:14][CH3:15])=[O:13]. (10) Given the reactants [Br:1][C:2]1[CH:7]=[C:6]([Cl:8])[C:5]([C:9]2[C:10](=[O:16])[CH2:11][CH2:12][C:13]=2[O:14][CH3:15])=[C:4]([Cl:17])[CH:3]=1.C[Si](C)(C)[N-][Si](C)(C)C.[K+].[N:28]1[CH:33]=[CH:32][CH:31]=[CH:30][C:29]=1[CH:34]=O, predict the reaction product. The product is: [Br:1][C:2]1[CH:3]=[C:4]([Cl:17])[C:5]([C:9]2[C:10](=[O:16])/[C:11](=[CH:34]/[C:29]3[CH:30]=[CH:31][CH:32]=[CH:33][N:28]=3)/[CH2:12][C:13]=2[O:14][CH3:15])=[C:6]([Cl:8])[CH:7]=1.